This data is from Catalyst prediction with 721,799 reactions and 888 catalyst types from USPTO. The task is: Predict which catalyst facilitates the given reaction. Reactant: C(OC([N:8]1[CH2:13][CH2:12][CH:11]([C:14]2[C:23]3[C:18](=[CH:19][C:20]([O:24][CH2:25][CH2:26]OS(C)(=O)=O)=[CH:21][CH:22]=3)[N:17]=[CH:16][N:15]=2)[CH2:10][CH2:9]1)=O)(C)(C)C.[NH:32]1[CH2:36][CH2:35][CH2:34][C@H:33]1[CH2:37][OH:38]. Product: [NH:8]1[CH2:9][CH2:10][CH:11]([C:14]2[C:23]3[C:18](=[CH:19][C:20]([O:24][CH2:25][CH2:26][N:32]4[CH2:36][CH2:35][CH2:34][C@H:33]4[CH2:37][OH:38])=[CH:21][CH:22]=3)[N:17]=[CH:16][N:15]=2)[CH2:12][CH2:13]1. The catalyst class is: 16.